This data is from Full USPTO retrosynthesis dataset with 1.9M reactions from patents (1976-2016). The task is: Predict the reactants needed to synthesize the given product. (1) Given the product [Cl:8][C:6]1[CH:7]=[C:2]([C:14]2[S:18][C:17]([C:19]([O:21][C:22]([CH3:25])([CH3:24])[CH3:23])=[O:20])=[CH:16][CH:15]=2)[N:3]=[N:4][CH:5]=1, predict the reactants needed to synthesize it. The reactants are: Cl[C:2]1[N:3]=[N:4][CH:5]=[C:6]([Cl:8])[CH:7]=1.C([Sn](CCCC)(CCCC)[C:14]1[S:18][C:17]([C:19]([O:21][C:22]([CH3:25])([CH3:24])[CH3:23])=[O:20])=[CH:16][CH:15]=1)CCC.[F-].[Cs+].[F-].[K+]. (2) Given the product [C:29]([C:17]1[C:18]([C:20]2[C:28]3[C:23](=[CH:24][CH:25]=[CH:26][CH:27]=3)[NH:22][CH:21]=2)=[N:19][C:14]([NH:13][C@@H:10]2[CH2:11][CH2:12][N:8]([C:6]([C:5]3[CH:4]=[CH:3][C:2]([NH:1][C:37](=[O:38])/[CH:36]=[CH:35]/[CH2:34][N:41]([CH3:42])[CH3:40])=[CH:32][CH:31]=3)=[O:7])[CH2:9]2)=[N:15][CH:16]=1)#[N:30], predict the reactants needed to synthesize it. The reactants are: [NH2:1][C:2]1[CH:32]=[CH:31][C:5]([C:6]([N:8]2[CH2:12][CH2:11][C@@H:10]([NH:13][C:14]3[N:19]=[C:18]([C:20]4[C:28]5[C:23](=[CH:24][CH:25]=[CH:26][CH:27]=5)[NH:22][CH:21]=4)[C:17]([C:29]#[N:30])=[CH:16][N:15]=3)[CH2:9]2)=[O:7])=[CH:4][CH:3]=1.Br[CH2:34]/[CH:35]=[CH:36]/[C:37](Cl)=[O:38].[CH3:40][NH:41][CH3:42].